Task: Regression. Given two drug SMILES strings and cell line genomic features, predict the synergy score measuring deviation from expected non-interaction effect.. Dataset: NCI-60 drug combinations with 297,098 pairs across 59 cell lines (1) Drug 1: C1CC(C1)(C(=O)O)C(=O)O.[NH2-].[NH2-].[Pt+2]. Drug 2: CC1C(C(CC(O1)OC2CC(CC3=C2C(=C4C(=C3O)C(=O)C5=CC=CC=C5C4=O)O)(C(=O)C)O)N)O. Cell line: NCIH23. Synergy scores: CSS=43.8, Synergy_ZIP=-7.51, Synergy_Bliss=-6.66, Synergy_Loewe=-4.76, Synergy_HSA=-3.32. (2) Drug 1: CCC1=CC2CC(C3=C(CN(C2)C1)C4=CC=CC=C4N3)(C5=C(C=C6C(=C5)C78CCN9C7C(C=CC9)(C(C(C8N6C)(C(=O)OC)O)OC(=O)C)CC)OC)C(=O)OC. Drug 2: C1=CC=C(C=C1)NC(=O)CCCCCCC(=O)NO. Cell line: OVCAR3. Synergy scores: CSS=76.0, Synergy_ZIP=3.07, Synergy_Bliss=2.34, Synergy_Loewe=-0.103, Synergy_HSA=3.28. (3) Drug 1: CC1=C(C=C(C=C1)NC2=NC=CC(=N2)N(C)C3=CC4=NN(C(=C4C=C3)C)C)S(=O)(=O)N.Cl. Drug 2: N.N.Cl[Pt+2]Cl. Cell line: COLO 205. Synergy scores: CSS=-7.90, Synergy_ZIP=8.02, Synergy_Bliss=7.79, Synergy_Loewe=0.863, Synergy_HSA=-1.72. (4) Drug 1: CC1=C(N=C(N=C1N)C(CC(=O)N)NCC(C(=O)N)N)C(=O)NC(C(C2=CN=CN2)OC3C(C(C(C(O3)CO)O)O)OC4C(C(C(C(O4)CO)O)OC(=O)N)O)C(=O)NC(C)C(C(C)C(=O)NC(C(C)O)C(=O)NCCC5=NC(=CS5)C6=NC(=CS6)C(=O)NCCC[S+](C)C)O. Drug 2: C(CN)CNCCSP(=O)(O)O. Cell line: A549. Synergy scores: CSS=54.5, Synergy_ZIP=15.7, Synergy_Bliss=15.4, Synergy_Loewe=-43.2, Synergy_HSA=15.0. (5) Drug 1: CNC(=O)C1=CC=CC=C1SC2=CC3=C(C=C2)C(=NN3)C=CC4=CC=CC=N4. Drug 2: CC(CN1CC(=O)NC(=O)C1)N2CC(=O)NC(=O)C2. Cell line: SK-MEL-2. Synergy scores: CSS=9.15, Synergy_ZIP=-6.35, Synergy_Bliss=-1.59, Synergy_Loewe=-2.83, Synergy_HSA=-2.63. (6) Drug 1: CC1C(C(CC(O1)OC2CC(CC3=C2C(=C4C(=C3O)C(=O)C5=C(C4=O)C(=CC=C5)OC)O)(C(=O)C)O)N)O.Cl. Drug 2: CNC(=O)C1=NC=CC(=C1)OC2=CC=C(C=C2)NC(=O)NC3=CC(=C(C=C3)Cl)C(F)(F)F. Cell line: NCI-H226. Synergy scores: CSS=39.4, Synergy_ZIP=-2.04, Synergy_Bliss=0.969, Synergy_Loewe=-7.45, Synergy_HSA=1.36.